From a dataset of Forward reaction prediction with 1.9M reactions from USPTO patents (1976-2016). Predict the product of the given reaction. (1) Given the reactants [OH:1][C:2]1[C:7]2[NH:8][C:9]([C:11]3[CH:16]=[CH:15][CH:14]=[CH:13][CH:12]=3)=[N:10][C:6]=2[C:5]([C:17]([OH:19])=O)=[CH:4][CH:3]=1.[NH2:20][CH2:21][CH2:22][C:23]1[CH:29]=[CH:28][C:26](N)=[CH:25][CH:24]=1, predict the reaction product. The product is: [OH:1][C:2]1[C:7]2[N:8]=[C:9]([C:11]3[CH:12]=[CH:13][CH:14]=[CH:15][CH:16]=3)[NH:10][C:6]=2[C:5]([C:17]([NH:20][CH2:21][CH2:22][C:23]2[CH:29]=[CH:28][CH:26]=[CH:25][CH:24]=2)=[O:19])=[CH:4][CH:3]=1. (2) Given the reactants Cl.[N:2]1[CH:7]=[CH:6][C:5]([C:8]([CH2:14][CH3:15])=[CH:9][CH2:10][C:11](O)=O)=[CH:4][CH:3]=1.[Cl:16][C:17]1[CH:18]=[C:19]2[C:23](=[CH:24][CH:25]=1)[N:22](S(C1C=CC=CC=1)(=O)=O)[C:21]([S:35]([N:38]1[CH2:43][CH2:42][NH:41][CH2:40][CH:39]1CC(OC)=O)(=[O:37])=[O:36])=[CH:20]2.[OH:49]N1C2C=CC=CC=2N=N1.CN1C[CH2:64][O:63][CH2:62][CH2:61]1.Cl.C(N=C=NCCCN(C)C)C.CN(C)[CH:80]=[O:81], predict the reaction product. The product is: [Cl:16][C:17]1[CH:18]=[C:19]2[C:23](=[CH:24][CH:25]=1)[NH:22][C:21]([S:35]([N:38]1[CH2:39][CH2:40][N:41]([C:80]([CH:11]3[CH2:15][CH2:14][C:8]([C:5]4[CH:6]=[CH:7][N:2]=[CH:3][CH:4]=4)=[CH:9][CH2:10]3)=[O:81])[CH:42]([CH2:61][C:62]([O:63][CH3:64])=[O:49])[CH2:43]1)(=[O:37])=[O:36])=[CH:20]2. (3) Given the reactants [CH2:1]([N:3]1[CH2:8][CH:7]([C:9]2[N:14]=[C:13]([N:15]3[CH2:20][CH2:19][CH:18]([CH3:21])[CH2:17][CH2:16]3)[C:12]([NH2:22])=[CH:11][CH:10]=2)[CH2:6][N:5]([CH2:23][CH3:24])[S:4]1(=[O:26])=[O:25])[CH3:2].[K+].[Cl:28][C:29]1[N:30]=[C:31]([C:42]([O-])=[O:43])[N:32](COCC[Si](C)(C)C)[CH:33]=1, predict the reaction product. The product is: [CH2:23]([N:5]1[CH2:6][CH:7]([C:9]2[N:14]=[C:13]([N:15]3[CH2:16][CH2:17][CH:18]([CH3:21])[CH2:19][CH2:20]3)[C:12]([NH:22][C:42]([C:31]3[NH:32][CH:33]=[C:29]([Cl:28])[N:30]=3)=[O:43])=[CH:11][CH:10]=2)[CH2:8][N:3]([CH2:1][CH3:2])[S:4]1(=[O:26])=[O:25])[CH3:24]. (4) Given the reactants Cl.[NH:2]1[CH2:8][CH2:7][CH2:6][C:5](=[O:9])[CH2:4][CH2:3]1.C(N(C(C)C)CC)(C)C.[Cl:19][C:20]1[CH:29]=[CH:28][C:23]([CH:24]=[CH:25][CH2:26]Cl)=[CH:22][CH:21]=1, predict the reaction product. The product is: [Cl:19][C:20]1[CH:29]=[CH:28][C:23](/[CH:24]=[CH:25]/[CH2:26][N:2]2[CH2:8][CH2:7][CH2:6][C:5](=[O:9])[CH2:4][CH2:3]2)=[CH:22][CH:21]=1. (5) Given the reactants [CH:1]1([CH2:4][NH:5][C:6]2[CH:11]=[CH:10][C:9]([S:12]([CH3:15])(=[O:14])=[O:13])=[CH:8][C:7]=2[C:16]2[C:24]3[C:19](=[C:20]([O:25]C)[N:21]=[CH:22][CH:23]=3)[N:18]([CH3:27])[CH:17]=2)[CH2:3][CH2:2]1.Cl.O1CCOCC1, predict the reaction product. The product is: [CH:1]1([CH2:4][NH:5][C:6]2[CH:11]=[CH:10][C:9]([S:12]([CH3:15])(=[O:14])=[O:13])=[CH:8][C:7]=2[C:16]2[C:24]3[CH:23]=[CH:22][NH:21][C:20](=[O:25])[C:19]=3[N:18]([CH3:27])[CH:17]=2)[CH2:3][CH2:2]1.